Dataset: Full USPTO retrosynthesis dataset with 1.9M reactions from patents (1976-2016). Task: Predict the reactants needed to synthesize the given product. (1) Given the product [F:36][C:33]([F:34])([F:35])[C:30]1[CH:29]=[CH:28][C:27]([S:24]([NH:23][C:20]2[CH:21]=[CH:22][C:17]([C:14]3[CH:15]=[CH:16][C:11]([CH:8]4[CH2:7][CH2:6][CH:5]([CH2:4][C:3]([OH:37])=[O:2])[CH2:10][CH2:9]4)=[CH:12][CH:13]=3)=[N:18][CH:19]=2)(=[O:26])=[O:25])=[CH:32][CH:31]=1, predict the reactants needed to synthesize it. The reactants are: C[O:2][C:3](=[O:37])[CH2:4][CH:5]1[CH2:10][CH2:9][CH:8]([C:11]2[CH:16]=[CH:15][C:14]([C:17]3[CH:22]=[CH:21][C:20]([NH:23][S:24]([C:27]4[CH:32]=[CH:31][C:30]([C:33]([F:36])([F:35])[F:34])=[CH:29][CH:28]=4)(=[O:26])=[O:25])=[CH:19][N:18]=3)=[CH:13][CH:12]=2)[CH2:7][CH2:6]1.[Li+].[OH-]. (2) Given the product [CH:11]1([CH:8]([CH:5]2[CH2:6][CH2:7][C:2]([F:10])([F:1])[CH2:3][CH2:4]2)[OH:9])[CH2:16][CH2:15][CH2:14][CH2:13][CH2:12]1, predict the reactants needed to synthesize it. The reactants are: [F:1][C:2]1([F:10])[CH2:7][CH2:6][CH:5]([CH:8]=[O:9])[CH2:4][CH2:3]1.[CH:11]1([Mg]Cl)[CH2:16][CH2:15][CH2:14][CH2:13][CH2:12]1. (3) Given the product [OH:12][CH2:11][CH2:13][NH:14][S:7]([C:5]1[S:6][C:2]([Br:1])=[CH:3][CH:4]=1)(=[O:9])=[O:8], predict the reactants needed to synthesize it. The reactants are: [Br:1][C:2]1[S:6][C:5]([S:7](Cl)(=[O:9])=[O:8])=[CH:4][CH:3]=1.[CH2:11]([CH2:13][NH2:14])[OH:12].C([O-])(O)=O.[Na+]. (4) Given the product [F:1][C:2]1[C:3]([N:8]2[C:12]([CH2:13][C:19]3[N:24]=[CH:23][N:22]4[N:25]=[C:26]([CH3:28])[N:27]=[C:21]4[C:20]=3[CH2:29][CH2:30][CH3:31])=[CH:11][CH:10]=[N:9]2)=[N:4][CH:5]=[CH:6][CH:7]=1, predict the reactants needed to synthesize it. The reactants are: [F:1][C:2]1[C:3]([N:8]2[C:12]([CH:13]([C:19]3[N:24]=[CH:23][N:22]4[N:25]=[C:26]([CH3:28])[N:27]=[C:21]4[C:20]=3[CH2:29][CH2:30][CH3:31])C(OCC)=O)=[CH:11][CH:10]=[N:9]2)=[N:4][CH:5]=[CH:6][CH:7]=1.C([O-])(O)=O.[Na+]. (5) Given the product [Cl:17][C:7]1[N:6]([CH3:8])[C:5]([CH:9]([OH:14])[C:10]([F:13])([F:12])[F:11])=[C:4]([OH:15])[C:3](=[O:16])[CH:2]=1, predict the reactants needed to synthesize it. The reactants are: Cl[C:2]1[C:3](=[O:16])[C:4]([OH:15])=[C:5]([CH:9]([OH:14])[C:10]([F:13])([F:12])[F:11])[N:6]([CH3:8])[CH:7]=1.[Cl:17]C1C(=O)C(O)=CN(C)C=1.COC(O)C(F)(F)F.C(=O)([O-])[O-].[K+].[K+]. (6) Given the product [OH:8][C:4]1[CH:3]=[C:2]([S:1][CH2:16][CH2:17][CH2:18][C:19]([OH:21])=[O:20])[CH:7]=[CH:6][CH:5]=1, predict the reactants needed to synthesize it. The reactants are: [SH:1][C:2]1[CH:3]=[C:4]([OH:8])[CH:5]=[CH:6][CH:7]=1.C(=O)([O-])[O-].[K+].[K+].Br[CH2:16][CH2:17][CH2:18][C:19]([O:21]CC)=[O:20].[OH-].[Na+].